Task: Predict which catalyst facilitates the given reaction.. Dataset: Catalyst prediction with 721,799 reactions and 888 catalyst types from USPTO (1) Reactant: [Cl-].[Al+3].[Cl-].[Cl-].[H-].[Al+3].[Li+].[H-].[H-].[H-].[Cl:11][C:12]1[CH:13]=[C:14]2[C:18](=[CH:19][C:20]=1[Cl:21])[C:17](=O)[N:16]([C:23]1[C:24]([CH3:42])=[C:25]([CH3:41])[C:26]3[O:30][C:29]([CH3:32])([CH3:31])[CH:28]([C:33]4[CH:38]=[CH:37][CH:36]=[CH:35][CH:34]=4)[C:27]=3[C:39]=1[CH3:40])[C:15]2=O.O. Product: [Cl:21][C:20]1[CH:19]=[C:18]2[C:14](=[CH:13][C:12]=1[Cl:11])[CH2:15][N:16]([C:23]1[C:24]([CH3:42])=[C:25]([CH3:41])[C:26]3[O:30][C:29]([CH3:31])([CH3:32])[CH:28]([C:33]4[CH:34]=[CH:35][CH:36]=[CH:37][CH:38]=4)[C:27]=3[C:39]=1[CH3:40])[CH2:17]2. The catalyst class is: 7. (2) Reactant: Cl[C:2]1[CH:7]=[C:6]([Cl:8])[N:5]=[C:4]([NH2:9])[N:3]=1.[CH2:10]([NH2:12])[CH3:11].CCN(C(C)C)C(C)C. Product: [Cl:8][C:6]1[N:5]=[C:4]([NH2:9])[N:3]=[C:2]([NH:12][CH2:10][CH3:11])[CH:7]=1. The catalyst class is: 114. (3) Reactant: Cl[C:2]1[C:12]([C:13]#[N:14])=[CH:11][C:5]([C:6]([O:8][CH2:9][CH3:10])=[O:7])=[C:4]([CH2:15][F:16])[N:3]=1.[NH:17]1[CH2:20][CH:19]([C:21]([OH:23])=[O:22])[CH2:18]1. Product: [C:13]([C:12]1[C:2]([N:17]2[CH2:20][CH:19]([C:21]([OH:23])=[O:22])[CH2:18]2)=[N:3][C:4]([CH2:15][F:16])=[C:5]([C:6]([O:8][CH2:9][CH3:10])=[O:7])[CH:11]=1)#[N:14]. The catalyst class is: 315.